This data is from Forward reaction prediction with 1.9M reactions from USPTO patents (1976-2016). The task is: Predict the product of the given reaction. (1) Given the reactants [Cl:1][C:2]1[CH:3]=[N:4][C:5]([N:11]2[CH2:14][CH:13]([O:15][C:16]3[CH:21]=[CH:20][CH:19]=[C:18]([F:22])[CH:17]=3)[CH2:12]2)=[C:6]([CH:10]=1)[C:7](O)=[O:8].Cl.[NH2:24][CH2:25][C:26]1[CH:36]=[CH:35][C:29]([C:30]([O:32][CH2:33][CH3:34])=[O:31])=[CH:28][N:27]=1, predict the reaction product. The product is: [Cl:1][C:2]1[CH:3]=[N:4][C:5]([N:11]2[CH2:14][CH:13]([O:15][C:16]3[CH:21]=[CH:20][CH:19]=[C:18]([F:22])[CH:17]=3)[CH2:12]2)=[C:6]([CH:10]=1)[C:7]([NH:24][CH2:25][C:26]1[CH:36]=[CH:35][C:29]([C:30]([O:32][CH2:33][CH3:34])=[O:31])=[CH:28][N:27]=1)=[O:8]. (2) Given the reactants Cl[C:2]1[C:3]2[CH2:11][CH2:10][N:9]([C:12]3[C:17]([Cl:18])=[CH:16][CH:15]=[CH:14][N:13]=3)[CH2:8][C:4]=2[N:5]=[CH:6][N:7]=1.[C:19]1([CH2:25][CH2:26][NH2:27])[CH:24]=[CH:23][CH:22]=[CH:21][CH:20]=1, predict the reaction product. The product is: [Cl:18][C:17]1[C:12]([N:9]2[CH2:10][CH2:11][C:3]3[C:2]([NH:27][CH2:26][CH2:25][C:19]4[CH:24]=[CH:23][CH:22]=[CH:21][CH:20]=4)=[N:7][CH:6]=[N:5][C:4]=3[CH2:8]2)=[N:13][CH:14]=[CH:15][CH:16]=1.